From a dataset of Catalyst prediction with 721,799 reactions and 888 catalyst types from USPTO. Predict which catalyst facilitates the given reaction. (1) Reactant: [NH:1]1[C:9]2[C:4](=[CH:5][C:6]([NH:10][C:11]3([CH2:15]OS(C)(=O)=O)[CH2:14][CH2:13][CH2:12]3)=[CH:7][CH:8]=2)[CH:3]=[N:2]1.[NH3:21]. Product: [NH2:21][CH2:15][C:11]1([NH:10][C:6]2[CH:5]=[C:4]3[C:9](=[CH:8][CH:7]=2)[NH:1][N:2]=[CH:3]3)[CH2:14][CH2:13][CH2:12]1. The catalyst class is: 5. (2) Reactant: Cl.[Cl:2][C:3]1[CH:8]=[CH:7][CH:6]=[CH:5][C:4]=1[C:9]1[C:25]([C:26]2[CH:31]=[CH:30][C:29]([Cl:32])=[CH:28][CH:27]=2)=[C:12]2[N:13]=[C:14]([CH3:24])[N:15]=[C:16]([N:17]3[CH2:22][C@@H:21]4[CH2:23][C@H:18]3[CH2:19][NH:20]4)[N:11]2[N:10]=1.C(N(C(C)C)CC)(C)C.[CH2:42]([S:44](Cl)(=[O:46])=[O:45])[CH3:43]. Product: [Cl:2][C:3]1[CH:8]=[CH:7][CH:6]=[CH:5][C:4]=1[C:9]1[C:25]([C:26]2[CH:27]=[CH:28][C:29]([Cl:32])=[CH:30][CH:31]=2)=[C:12]2[N:13]=[C:14]([CH3:24])[N:15]=[C:16]([N:17]3[CH2:22][C@@H:21]4[CH2:23][C@H:18]3[CH2:19][N:20]4[S:44]([CH2:42][CH3:43])(=[O:46])=[O:45])[N:11]2[N:10]=1. The catalyst class is: 2. (3) Reactant: [C:1]1(=[O:11])[O:6][C:4](=O)[C:3]2=[CH:7][CH:8]=[CH:9][CH:10]=[C:2]12.[NH2:12][C@@H:13]([CH2:18][OH:19])[CH2:14][CH:15]([CH3:17])[CH3:16].O. Product: [OH:19][CH2:18][C@H:13]([N:12]1[C:1](=[O:11])[C:2]2[C:3](=[CH:7][CH:8]=[CH:9][CH:10]=2)[C:4]1=[O:6])[CH2:14][CH:15]([CH3:17])[CH3:16]. The catalyst class is: 1. (4) Reactant: [Cl:1][C:2]1[CH:7]=[CH:6][CH:5]=[C:4]([Cl:8])[C:3]=1[N:9]1[C:13]([CH2:14]O)=[C:12]([CH:16]([CH3:18])[CH3:17])[N:11]=[N:10]1.C1(P(C2C=CC=CC=2)C2C=CC=CC=2)C=CC=CC=1.[Cl:38]CCl. The catalyst class is: 53. Product: [Cl:38][CH2:14][C:13]1[N:9]([C:3]2[C:2]([Cl:1])=[CH:7][CH:6]=[CH:5][C:4]=2[Cl:8])[N:10]=[N:11][C:12]=1[CH:16]([CH3:18])[CH3:17]. (5) Reactant: [F:1][C:2]1[CH:7]=[C:6]([O:8][C@H:9]2[CH2:14][CH2:13][CH2:12][CH2:11][C@@H:10]2[C:15]2[C:16]([N+:26]([O-:28])=[O:27])=[N:17][N:18](C3CCCCO3)[CH:19]=2)[CH:5]=[C:4]([F:29])[C:3]=1[S:30]([N:33]([C:41]1[N:42]=[CH:43][S:44][CH:45]=1)C(=O)OC(C)(C)C)(=[O:32])=[O:31].FC(F)(F)C(O)=O.ClCCl. Product: [F:29][C:4]1[CH:5]=[C:6]([O:8][C@H:9]2[CH2:14][CH2:13][CH2:12][CH2:11][C@@H:10]2[C:15]2[C:16]([N+:26]([O-:28])=[O:27])=[N:17][NH:18][CH:19]=2)[CH:7]=[C:2]([F:1])[C:3]=1[S:30]([NH:33][C:41]1[N:42]=[CH:43][S:44][CH:45]=1)(=[O:32])=[O:31]. The catalyst class is: 5. (6) Reactant: [Cl:1][C:2]1[C:7]([C:8]([NH:10][CH2:11][CH2:12][CH2:13][N:14]2[CH2:19][CH2:18][O:17][CH2:16][CH2:15]2)=[O:9])=[C:6](Cl)[N:5]=[CH:4][N:3]=1.[NH3:21].Cl. Product: [NH2:21][C:6]1[C:7]([C:8]([NH:10][CH2:11][CH2:12][CH2:13][N:14]2[CH2:19][CH2:18][O:17][CH2:16][CH2:15]2)=[O:9])=[C:2]([Cl:1])[N:3]=[CH:4][N:5]=1. The catalyst class is: 12. (7) Reactant: [NH2:1][C:2]1[N:6]([CH2:7][C:8]([NH2:10])=O)[N:5]=[CH:4][C:3]=1[N+:11]([O-:13])=[O:12].COC1C=CC(P2(SP(C3C=CC(OC)=CC=3)(=S)S2)=[S:23])=CC=1. Product: [NH2:1][C:2]1[N:6]([CH2:7][C:8]([NH2:10])=[S:23])[N:5]=[CH:4][C:3]=1[N+:11]([O-:13])=[O:12]. The catalyst class is: 7.